Task: Predict the product of the given reaction.. Dataset: Forward reaction prediction with 1.9M reactions from USPTO patents (1976-2016) (1) Given the reactants CN(C(ON1N=NC2C=CC=NC1=2)=[N+](C)C)C.F[P-](F)(F)(F)(F)F.CCN(C(C)C)C(C)C.[C:34]([O:38][C:39]([N:41]1[CH2:46][CH2:45][C:44]([NH2:50])([C:47](=[O:49])[NH2:48])[CH2:43][CH2:42]1)=[O:40])([CH3:37])([CH3:36])[CH3:35].[F:51][C:52]1[CH:60]=[C:59]([C:61]([F:64])([F:63])[F:62])[CH:58]=[CH:57][C:53]=1[C:54](O)=[O:55], predict the reaction product. The product is: [C:34]([O:38][C:39]([N:41]1[CH2:42][CH2:43][C:44]([C:47](=[O:49])[NH2:48])([NH:50][C:54](=[O:55])[C:53]2[CH:57]=[CH:58][C:59]([C:61]([F:62])([F:63])[F:64])=[CH:60][C:52]=2[F:51])[CH2:45][CH2:46]1)=[O:40])([CH3:37])([CH3:35])[CH3:36]. (2) Given the reactants C([O:7][CH2:8][CH2:9][C@H:10]1[C@H:14]([CH2:15][C:16]2[CH:21]=[CH:20][CH:19]=[CH:18][CH:17]=2)[O:13][C:12]([CH2:24][CH3:25])([CH2:22][CH3:23])[O:11]1)(=O)C(C)(C)C.C[O-].[Na+], predict the reaction product. The product is: [CH2:15]([C@@H:14]1[O:13][C:12]([CH2:22][CH3:23])([CH2:24][CH3:25])[O:11][C@H:10]1[CH2:9][CH2:8][OH:7])[C:16]1[CH:17]=[CH:18][CH:19]=[CH:20][CH:21]=1. (3) Given the reactants [C:1]1([CH3:29])[C:2]([NH:7][C:8]2[C:9]([C:22]3[CH:27]=[CH:26][C:25]([F:28])=[CH:24][CH:23]=3)=[N:10][C:11]3[C:16]([N:17]=2)=[CH:15][C:14]([C:18]([O:20]C)=[O:19])=[CH:13][CH:12]=3)=[CH:3][CH:4]=[CH:5][CH:6]=1.[H-].[Na+].[CH3:32]I, predict the reaction product. The product is: [F:28][C:25]1[CH:24]=[CH:23][C:22]([C:9]2[C:8]([N:7]([CH3:32])[C:2]3[CH:3]=[CH:4][CH:5]=[CH:6][C:1]=3[CH3:29])=[N:17][C:16]3[C:11](=[CH:12][CH:13]=[C:14]([C:18]([OH:20])=[O:19])[CH:15]=3)[N:10]=2)=[CH:27][CH:26]=1.